Dataset: Peptide-MHC class II binding affinity with 134,281 pairs from IEDB. Task: Regression. Given a peptide amino acid sequence and an MHC pseudo amino acid sequence, predict their binding affinity value. This is MHC class II binding data. (1) The peptide sequence is SRCYSIYLSINGVLE. The MHC is H-2-IAb with pseudo-sequence H-2-IAb. The binding affinity (normalized) is 0.107. (2) The peptide sequence is AHGIPKVPPGPNITA. The MHC is DRB3_0202 with pseudo-sequence DRB3_0202. The binding affinity (normalized) is 0.0499.